Dataset: Catalyst prediction with 721,799 reactions and 888 catalyst types from USPTO. Task: Predict which catalyst facilitates the given reaction. (1) The catalyst class is: 393. Reactant: C(OC([N:8]1[CH2:13][CH2:12][CH2:11][CH:10]([C:14](=[O:37])[NH:15][CH2:16][C:17]2([CH2:31][CH2:32][CH2:33][CH2:34][O:35][CH3:36])[C:30]3[CH:29]=[CH:28][CH:27]=[CH:26][C:25]=3[O:24][C:23]3[C:18]2=[CH:19][CH:20]=[CH:21][CH:22]=3)[CH2:9]1)=O)(C)(C)C.C([O-])(O)=O.[Na+].CC#N. Product: [CH3:36][O:35][CH2:34][CH2:33][CH2:32][CH2:31][C:17]1([CH2:16][NH:15][C:14]([CH:10]2[CH2:11][CH2:12][CH2:13][NH:8][CH2:9]2)=[O:37])[C:18]2[CH:19]=[CH:20][CH:21]=[CH:22][C:23]=2[O:24][C:25]2[C:30]1=[CH:29][CH:28]=[CH:27][CH:26]=2. (2) Reactant: [Cl:1][C:2]1[CH:7]=[CH:6][C:5]([CH:8]([CH:16]([N:28]2CCNCC2)C2(Cl)C3C(=CC=CC=3)N=CN2)[C:9]2[CH:14]=[CH:13][C:12]([Cl:15])=[CH:11][CH:10]=2)=[CH:4][CH:3]=1.[NH2:34][C@@H:35]([CH:41]([CH3:43])[CH3:42])[C:36]([NH:38][O:39][CH3:40])=[O:37].C([N:46]([CH2:49]C)[CH2:47][CH3:48])C. Product: [Cl:1][C:2]1[CH:7]=[CH:6][C:5]([CH:8]([C:9]2[CH:14]=[CH:13][C:12]([Cl:15])=[CH:11][CH:10]=2)[C:16]2([NH:34][C@@H:35]([CH:41]([CH3:43])[CH3:42])[C:36]([NH:38][O:39][CH3:40])=[O:37])[C:48]3[C:47](=[CH:7][CH:2]=[CH:3][CH:4]=3)[N:46]=[CH:49][NH:28]2)=[CH:4][CH:3]=1. The catalyst class is: 12. (3) The catalyst class is: 1. Product: [Cl:1][C:2]1[CH:3]=[CH:4][C:5]([S:8]([N:11]([CH3:17])[C:12](=[CH2:16])[C:13]([NH:45][CH2:44][C:42]2[CH:41]=[CH:40][N:39]=[C:38]([C:35]3[CH:34]=[CH:33][C:32]([O:31][C:30]([F:47])([F:29])[F:46])=[CH:37][CH:36]=3)[CH:43]=2)=[O:15])(=[O:9])=[O:10])=[CH:6][CH:7]=1. Reactant: [Cl:1][C:2]1[CH:7]=[CH:6][C:5]([S:8]([N:11]([CH3:17])[C:12](=[CH2:16])[C:13]([OH:15])=O)(=[O:10])=[O:9])=[CH:4][CH:3]=1.CCOC(OC(OCC)=O)=O.[F:29][C:30]([F:47])([F:46])[O:31][C:32]1[CH:37]=[CH:36][C:35]([C:38]2[CH:43]=[C:42]([CH2:44][NH2:45])[CH:41]=[CH:40][N:39]=2)=[CH:34][CH:33]=1. (4) Reactant: [NH2:1][C@@H:2]([CH:19]([CH3:21])[CH3:20])[C:3]([NH:5][C:6]1[C:7]([NH:12][C:13]2[CH:18]=[CH:17][CH:16]=[CH:15][CH:14]=2)=[N:8][CH:9]=[CH:10][CH:11]=1)=[O:4].Cl[C:23]1[N:31]=[CH:30][N:29]=[C:28]2[C:24]=1[N:25]=[CH:26][N:27]2C1CCCCO1.CCN(C(C)C)C(C)C. Product: [CH3:20][CH:19]([CH3:21])[C@H:2]([NH:1][C:23]1[N:31]=[CH:30][N:29]=[C:28]2[C:24]=1[N:25]=[CH:26][NH:27]2)[C:3]([NH:5][C:6]1[C:7]([NH:12][C:13]2[CH:18]=[CH:17][CH:16]=[CH:15][CH:14]=2)=[N:8][CH:9]=[CH:10][CH:11]=1)=[O:4]. The catalyst class is: 51. (5) Reactant: [NH2:1][CH2:2][CH2:3][CH2:4][C:5]1[CH:6]=[CH:7][C:8]2[C:9]3[N:18]([CH2:19][CH:20]4[CH2:25][CH2:24][O:23][CH2:22][CH2:21]4)[C:17]([CH2:26][CH3:27])=[N:16][C:10]=3[C:11]([NH2:15])=[N:12][C:13]=2[CH:14]=1.C(N(CC)CC)C.[CH3:35][S:36](O[S:36]([CH3:35])(=[O:38])=[O:37])(=[O:38])=[O:37].C(=O)([O-])[O-].[Na+].[Na+]. Product: [NH2:15][C:11]1[C:10]2[N:16]=[C:17]([CH2:26][CH3:27])[N:18]([CH2:19][CH:20]3[CH2:21][CH2:22][O:23][CH2:24][CH2:25]3)[C:9]=2[C:8]2[CH:7]=[CH:6][C:5]([CH2:4][CH2:3][CH2:2][NH:1][S:36]([CH3:35])(=[O:38])=[O:37])=[CH:14][C:13]=2[N:12]=1. The catalyst class is: 4.